This data is from Forward reaction prediction with 1.9M reactions from USPTO patents (1976-2016). The task is: Predict the product of the given reaction. (1) Given the reactants C([O:4][CH2:5][CH2:6][O:7][C:8]1[C:12]([C:13]2[CH:18]=[CH:17][C:16]([CH3:19])=[CH:15][CH:14]=2)=[C:11]([N:20](S(C2C=CC(C(C)(C)C)=CC=2)(=O)=O)[S:21]([C:24]2[CH:29]=[CH:28][C:27]([C:30]([CH3:33])([CH3:32])[CH3:31])=[CH:26][CH:25]=2)(=[O:23])=[O:22])[N:10]([CH2:47][C:48]2[CH:53]=[CH:52][CH:51]=[CH:50][CH:49]=2)[N:9]=1)(=O)C.[OH-].[Na+], predict the reaction product. The product is: [CH2:47]([N:10]1[C:11]([NH:20][S:21]([C:24]2[CH:29]=[CH:28][C:27]([C:30]([CH3:33])([CH3:32])[CH3:31])=[CH:26][CH:25]=2)(=[O:23])=[O:22])=[C:12]([C:13]2[CH:18]=[CH:17][C:16]([CH3:19])=[CH:15][CH:14]=2)[C:8]([O:7][CH2:6][CH2:5][OH:4])=[N:9]1)[C:48]1[CH:53]=[CH:52][CH:51]=[CH:50][CH:49]=1. (2) Given the reactants [Cl:1][C:2]1[CH:3]=[CH:4][C:5]([O:12][CH2:13][C:14]2[CH:19]=[CH:18][CH:17]=[CH:16][CH:15]=2)=[C:6]([CH2:8][C:9](O)=[O:10])[CH:7]=1.[N:20]1([O-])C2C=CC=CC=2N=N1.[NH4+].CN(C)CCCN=C=NCC.CN1CCOCC1, predict the reaction product. The product is: [Cl:1][C:2]1[CH:3]=[CH:4][C:5]([O:12][CH2:13][C:14]2[CH:19]=[CH:18][CH:17]=[CH:16][CH:15]=2)=[C:6]([CH2:8][C:9]([NH2:20])=[O:10])[CH:7]=1. (3) Given the reactants [Br:1][C:2]1[CH:7]=[CH:6][C:5]([CH:8]([OH:14])[CH2:9][CH2:10][CH2:11][CH:12]=[CH2:13])=[CH:4][CH:3]=1.B(F)(F)F.CC[O:21]CC.[OH-].[Na+].OO.C([O-])([O-])=O.[K+].[K+], predict the reaction product. The product is: [Br:1][C:2]1[CH:3]=[CH:4][C:5]([CH:8]([OH:14])[CH2:9][CH2:10][CH2:11][CH2:12][CH2:13][OH:21])=[CH:6][CH:7]=1. (4) The product is: [NH2:6][C:7]1[O:8][C:9]2[CH:15]=[C:14]([S:2]([Cl:1])(=[O:5])=[O:3])[CH:13]=[CH:12][C:10]=2[N:11]=1. Given the reactants [Cl:1][S:2]([OH:5])(=O)=[O:3].[NH2:6][C:7]1[O:8][C:9]2[CH:15]=[CH:14][CH:13]=[CH:12][C:10]=2[N:11]=1.S(Cl)(Cl)=O.C(=O)([O-])[O-].[Na+].[Na+], predict the reaction product. (5) Given the reactants [C:1]([O:5][C:6]([N:8]1[C:16]2[C:11](=[CH:12][C:13]([CH:17]([C:19]3([CH2:31][CH2:32][CH3:33])[CH2:23][CH2:22][CH2:21][N:20]3[C:24]([O:26][C:27]([CH3:30])([CH3:29])[CH3:28])=[O:25])[OH:18])=[CH:14][CH:15]=2)[CH:10]=[CH:9]1)=[O:7])([CH3:4])([CH3:3])[CH3:2], predict the reaction product. The product is: [C:1]([O:5][C:6]([N:8]1[C:16]2[C:11](=[CH:12][C:13]([C:17]([C:19]3([CH2:31][CH2:32][CH3:33])[CH2:23][CH2:22][CH2:21][N:20]3[C:24]([O:26][C:27]([CH3:30])([CH3:29])[CH3:28])=[O:25])=[O:18])=[CH:14][CH:15]=2)[CH:10]=[CH:9]1)=[O:7])([CH3:4])([CH3:3])[CH3:2]. (6) The product is: [F:1][C:2]1[CH:10]=[CH:9][C:8]([N+:11]([O-:13])=[O:12])=[CH:7][C:3]=1[C:4]([N:24]1[CH2:23][CH2:22][N:21]([C:16]2[CH:17]=[CH:18][CH:19]=[CH:20][C:15]=2[F:14])[CH2:26][CH2:25]1)=[O:5]. Given the reactants [F:1][C:2]1[CH:10]=[CH:9][C:8]([N+:11]([O-:13])=[O:12])=[CH:7][C:3]=1[C:4](Cl)=[O:5].[F:14][C:15]1[CH:20]=[CH:19][CH:18]=[CH:17][C:16]=1[N:21]1[CH2:26][CH2:25][NH:24][CH2:23][CH2:22]1, predict the reaction product. (7) Given the reactants C[O:2][C:3]1[CH:33]=[CH:32][C:6]([CH2:7][N:8]2[C:16]3[CH:15]=[C:14]4[NH:17][C:18]([NH:20][C:21](=[O:28])[C:22]5[CH:27]=[CH:26][CH:25]=[CH:24][CH:23]=5)=[N:19][C:13]4=[CH:12][C:11]=3[C:10]([CH3:30])([CH3:29])[C:9]2=[O:31])=[CH:5][CH:4]=1.B(Br)(Br)Br.Cl, predict the reaction product. The product is: [OH:2][C:3]1[CH:4]=[CH:5][C:6]([CH2:7][N:8]2[C:16]3[CH:15]=[C:14]4[NH:17][C:18]([NH:20][C:21](=[O:28])[C:22]5[CH:27]=[CH:26][CH:25]=[CH:24][CH:23]=5)=[N:19][C:13]4=[CH:12][C:11]=3[C:10]([CH3:29])([CH3:30])[C:9]2=[O:31])=[CH:32][CH:33]=1. (8) Given the reactants [NH2:1][C:2]1[S:3][C:4]([CH:7]=[N:8]O)=[CH:5][N:6]=1.[F:10][C:11]([F:22])([F:21])[C:12](O[C:12](=[O:13])[C:11]([F:22])([F:21])[F:10])=[O:13], predict the reaction product. The product is: [C:7]([C:4]1[S:3][C:2]([NH:1][C:12](=[O:13])[C:11]([F:22])([F:21])[F:10])=[N:6][CH:5]=1)#[N:8]. (9) Given the reactants [F:1][C:2]1[CH:7]=[C:6]([F:8])[C:5]([F:9])=[CH:4][C:3]=1[S:10](Cl)(=[O:12])=[O:11].[CH3:14][O:15][C:16]1[CH:23]=[C:22]([O:24][CH3:25])[CH:21]=[CH:20][C:17]=1[CH2:18][NH2:19].C(C(CC)(NCCC)C)C, predict the reaction product. The product is: [CH3:14][O:15][C:16]1[CH:23]=[C:22]([O:24][CH3:25])[CH:21]=[CH:20][C:17]=1[CH2:18][NH:19][S:10]([C:3]1[CH:4]=[C:5]([F:9])[C:6]([F:8])=[CH:7][C:2]=1[F:1])(=[O:12])=[O:11]. (10) Given the reactants [C:1]([O:5][C:6](=[O:22])[NH:7][CH:8]([C:11]1[CH:16]=[CH:15][C:14]([O:17][C:18]([F:21])([F:20])[F:19])=[CH:13][CH:12]=1)[CH2:9][OH:10])([CH3:4])([CH3:3])[CH3:2].[F:23][C:24]([F:32])(S(F)(=O)=O)C(O)=O.[Cl-].[NH4+], predict the reaction product. The product is: [C:1]([O:5][C:6](=[O:22])[NH:7][CH:8]([C:11]1[CH:12]=[CH:13][C:14]([O:17][C:18]([F:20])([F:21])[F:19])=[CH:15][CH:16]=1)[CH2:9][O:10][CH:24]([F:32])[F:23])([CH3:4])([CH3:2])[CH3:3].